Dataset: NCI-60 drug combinations with 297,098 pairs across 59 cell lines. Task: Regression. Given two drug SMILES strings and cell line genomic features, predict the synergy score measuring deviation from expected non-interaction effect. (1) Drug 1: C1=CC(=CC=C1CCCC(=O)O)N(CCCl)CCCl. Drug 2: C1CN(CCN1C(=O)CCBr)C(=O)CCBr. Cell line: UO-31. Synergy scores: CSS=10.4, Synergy_ZIP=-5.49, Synergy_Bliss=-1.81, Synergy_Loewe=-1.73, Synergy_HSA=-0.758. (2) Drug 1: CC(C1=C(C=CC(=C1Cl)F)Cl)OC2=C(N=CC(=C2)C3=CN(N=C3)C4CCNCC4)N. Drug 2: CN1CCC(CC1)COC2=C(C=C3C(=C2)N=CN=C3NC4=C(C=C(C=C4)Br)F)OC. Cell line: SK-MEL-5. Synergy scores: CSS=-5.80, Synergy_ZIP=5.90, Synergy_Bliss=4.83, Synergy_Loewe=-0.467, Synergy_HSA=-1.39. (3) Drug 1: C1=CC(=C2C(=C1NCCNCCO)C(=O)C3=C(C=CC(=C3C2=O)O)O)NCCNCCO. Drug 2: CC1=CC2C(CCC3(C2CCC3(C(=O)C)OC(=O)C)C)C4(C1=CC(=O)CC4)C. Cell line: U251. Synergy scores: CSS=41.7, Synergy_ZIP=5.14, Synergy_Bliss=1.77, Synergy_Loewe=-35.8, Synergy_HSA=2.50. (4) Drug 1: CCCS(=O)(=O)NC1=C(C(=C(C=C1)F)C(=O)C2=CNC3=C2C=C(C=N3)C4=CC=C(C=C4)Cl)F. Drug 2: CC12CCC(CC1=CCC3C2CCC4(C3CC=C4C5=CN=CC=C5)C)O. Cell line: SK-MEL-5. Synergy scores: CSS=38.1, Synergy_ZIP=9.44, Synergy_Bliss=11.4, Synergy_Loewe=-0.433, Synergy_HSA=9.22. (5) Drug 1: CS(=O)(=O)OCCCCOS(=O)(=O)C. Drug 2: C1C(C(OC1N2C=NC3=C2NC=NCC3O)CO)O. Cell line: SK-MEL-28. Synergy scores: CSS=-1.77, Synergy_ZIP=0.354, Synergy_Bliss=-1.66, Synergy_Loewe=-1.68, Synergy_HSA=-3.75.